Dataset: Experimentally validated miRNA-target interactions with 360,000+ pairs, plus equal number of negative samples. Task: Binary Classification. Given a miRNA mature sequence and a target amino acid sequence, predict their likelihood of interaction. (1) The miRNA is mmu-miR-149-5p with sequence UCUGGCUCCGUGUCUUCACUCCC. The protein sequence of the target gene is MAEVKVKVQPPDADPVEIENRIIELCHQFPHGITDQVIQNEMPHIEAQQRAVAINRLLSMGQLDLLRSNTGLLYRIKDSQNAGKMKGSDNQEKLVYQIIEDAGNKGIWSRDIRYKSNLPLTEINKILKNLESKKLIKAVKSVAASKKKVYMLYNLQPDRSVTGGAWYSDQDFESEFVEVLNQQCFKFLQSKAETARESKQNPVIQRNSSFASSHEVWKYICELGISKVELSMEDIETILNTLIYDGKVEMTIIAAKEGTVGSVDGHMKLYRAVNPILPPTGVVRAPCGLCPVFEDCHEGG.... Result: 1 (interaction). (2) The miRNA is mmu-miR-5125 with sequence UCUGCCUGGGAUUUCCUUGU. The protein sequence of the target gene is MIHMLNAAAYRVKWTRSGAAKRAACLVAAAYALKTLYPIIGKRLKQPGHRKAKAEAYSPAENREILHCTEIICKKPAPGLNAAFFKQLLELRKILFPKLVTTETGWLCLHSVALISRTFLSIYVAGLDGKIVKSIVEKKPRTFIIKLIKWLMIAIPATFVNSAIRYLECKLALAFRTRLVDHAYETYFANQTYYKVINMDGRLANPDQSLTEDIMMFSQSVAHLYSNLTKPILDVILTSYTLIRTATSRGASPIGPTLLAGLVVYATAKVLKACSPKFGSLVAEEAHRKGYLRYVHSRII.... Result: 1 (interaction).